Predict the reaction yield, written as a fraction of the theoretical maximum amount of product (1.0 means a 100% yield; for example, 0.34 means a 34% yield). From a dataset of Reaction yield outcomes from USPTO patents with 853,638 reactions. The reactants are C(OC(=O)[NH:7][C@H:8]([C:10]1[N:11]([C:19]2[CH:24]=[CH:23][CH:22]=[CH:21][CH:20]=2)[C:12]2[C:13]([N:18]=1)=[N:14][CH:15]=[CH:16][CH:17]=2)[CH3:9])(C)(C)C.C(O)(C(F)(F)F)=O. The catalyst is C(Cl)Cl. The product is [C:19]1([N:11]2[C:12]3[C:13](=[N:14][CH:15]=[CH:16][CH:17]=3)[N:18]=[C:10]2[C@@H:8]([NH2:7])[CH3:9])[CH:20]=[CH:21][CH:22]=[CH:23][CH:24]=1. The yield is 0.530.